Dataset: Cav3 T-type calcium channel HTS with 100,875 compounds. Task: Binary Classification. Given a drug SMILES string, predict its activity (active/inactive) in a high-throughput screening assay against a specified biological target. (1) The molecule is Brc1ccc(CSc2n(c(nn2)c2ccncc2)C)cc1. The result is 0 (inactive). (2) The compound is o1c(c(c2c1ncnc2N)c1occc1)c1occc1. The result is 0 (inactive). (3) The compound is s1c2c(c(c1)C(=O)N\N=C/c1c(nn(CC)c1)C)cccc2. The result is 0 (inactive).